From a dataset of Catalyst prediction with 721,799 reactions and 888 catalyst types from USPTO. Predict which catalyst facilitates the given reaction. (1) Reactant: [CH3:1][O:2][C:3]1[CH:4]=[CH:5][C:6]2[C:12](=[CH2:13])[CH2:11][N:10]([C:14](=[O:19])[C:15]([F:18])([F:17])[F:16])[CH2:9][CH2:8][C:7]=2[N:20]=1. Product: [CH3:1][O:2][C:3]1[CH:4]=[CH:5][C:6]2[CH:12]([CH3:13])[CH2:11][N:10]([C:14](=[O:19])[C:15]([F:18])([F:16])[F:17])[CH2:9][CH2:8][C:7]=2[N:20]=1. The catalyst class is: 43. (2) Reactant: C[O:2][C:3]([C:5]1[CH:23]=[CH:22][CH:21]=[CH:20][C:6]=1[O:7][C:8]1[S:12][C:11]([C:13]([O:15][CH3:16])=[O:14])=[CH:10][C:9]=1[N+:17]([O-])=O)=O. Product: [O:2]=[C:3]1[C:5]2[CH:23]=[CH:22][CH:21]=[CH:20][C:6]=2[O:7][C:8]2[S:12][C:11]([C:13]([O:15][CH3:16])=[O:14])=[CH:10][C:9]=2[NH:17]1. The catalyst class is: 180. (3) Reactant: CC1(C)[O:6][CH:5]2[CH2:7][CH2:8][CH:9]([C:11]3[CH:16]=[CH:15][C:14]([N:17]4CC(CNC(=O)C)OC4=O)=[CH:13][CH:12]=3)[CH2:10][CH:4]2O1.[OH2:29].C1(C)C=CC(S(O)(=O)=[O:37])=CC=1. Product: [N+:17]([C:14]1[CH:15]=[CH:16][C:11]([CH:9]2[CH2:8][CH2:7][C:5](=[O:6])[CH2:4][CH2:10]2)=[CH:12][CH:13]=1)([O-:37])=[O:29]. The catalyst class is: 127. (4) Reactant: [OH:1][C:2]1[CH:10]=[C:6]([C:7]([OH:9])=O)[C:5]([NH2:11])=[CH:4][CH:3]=1.Cl.CN(C)CCCN=C=NCC.O.ON1C2C=CC=CC=2N=N1.Cl.[NH2:36][CH2:37][C:38]([NH:40][CH:41]([CH3:43])[CH3:42])=[O:39].C(N(CC)C(C)C)(C)C. Product: [NH2:11][C:5]1[CH:4]=[CH:3][C:2]([OH:1])=[CH:10][C:6]=1[C:7]([NH:36][CH2:37][C:38](=[O:39])[NH:40][CH:41]([CH3:43])[CH3:42])=[O:9]. The catalyst class is: 3. (5) Reactant: [F:1][C:2]1[CH:3]=[C:4]([CH:7]=[CH:8][C:9]=1[O:10]C)[CH:5]=[O:6].B(Br)(Br)Br. Product: [F:1][C:2]1[CH:3]=[C:4]([CH:7]=[CH:8][C:9]=1[OH:10])[CH:5]=[O:6]. The catalyst class is: 4.